Dataset: Full USPTO retrosynthesis dataset with 1.9M reactions from patents (1976-2016). Task: Predict the reactants needed to synthesize the given product. (1) Given the product [C:3]([C:6]1[N:11]=[C:10]([C:12]2[CH:13]=[CH:14][C:15]([C:18]3[CH:23]=[CH:22][C:21]([CH2:24][C:25]([OH:27])=[O:26])=[CH:20][C:19]=3[Cl:29])=[CH:16][CH:17]=2)[C:9]([CH3:30])=[N:8][C:7]=1[CH3:31])(=[O:5])[NH2:4], predict the reactants needed to synthesize it. The reactants are: [OH-].[K+].[C:3]([C:6]1[N:11]=[C:10]([C:12]2[CH:17]=[CH:16][C:15]([C:18]3[CH:23]=[CH:22][C:21]([CH2:24][C:25]([O:27]C)=[O:26])=[CH:20][C:19]=3[Cl:29])=[CH:14][CH:13]=2)[C:9]([CH3:30])=[N:8][C:7]=1[CH3:31])(=[O:5])[NH2:4].Cl. (2) Given the product [CH3:34][O:35][C:36]([C:38]1[N:39]=[CH:40][C:41]([N:17]2[CH2:16][CH2:15][N:14]([S:19]([C:22]3[CH:27]=[CH:26][C:25]([C:28]([F:31])([F:29])[F:30])=[CH:24][CH:23]=3)(=[O:21])=[O:20])[C@@H:13]([C:11](=[O:12])[NH:10][CH2:9][C:8]3[CH:7]=[CH:6][C:5]([CH:2]([CH3:4])[CH3:3])=[CH:33][CH:32]=3)[CH2:18]2)=[N:42][CH:43]=1)=[O:37], predict the reactants needed to synthesize it. The reactants are: Cl.[CH:2]([C:5]1[CH:33]=[CH:32][C:8]([CH2:9][NH:10][C:11]([C@H:13]2[CH2:18][NH:17][CH2:16][CH2:15][N:14]2[S:19]([C:22]2[CH:27]=[CH:26][C:25]([C:28]([F:31])([F:30])[F:29])=[CH:24][CH:23]=2)(=[O:21])=[O:20])=[O:12])=[CH:7][CH:6]=1)([CH3:4])[CH3:3].[CH3:34][O:35][C:36]([C:38]1[CH:43]=[N:42][C:41](Cl)=[CH:40][N:39]=1)=[O:37].C(N(CC)CC)C.